This data is from Forward reaction prediction with 1.9M reactions from USPTO patents (1976-2016). The task is: Predict the product of the given reaction. Given the reactants Cl[C:2]1[CH:11]=[CH:10][C:9]2[C:4](=[C:5]([C:13]3[C:22]4[C:17](=[CH:18][CH:19]=[CH:20][CH:21]=4)[CH:16]=[CH:15][CH:14]=3)[CH:6]=[C:7]([Cl:12])[CH:8]=2)[N:3]=1.[C:23]([Cu])#[N:24], predict the reaction product. The product is: [Cl:12][C:7]1[CH:8]=[C:9]2[C:4](=[C:5]([C:13]3[C:22]4[C:17](=[CH:18][CH:19]=[CH:20][CH:21]=4)[CH:16]=[CH:15][CH:14]=3)[CH:6]=1)[N:3]=[C:2]([C:23]#[N:24])[CH:11]=[CH:10]2.